Dataset: Catalyst prediction with 721,799 reactions and 888 catalyst types from USPTO. Task: Predict which catalyst facilitates the given reaction. (1) Reactant: [C:1]([C:3]1[CH:4]=[CH:5][C:6]([O:26][C:27]([F:30])([F:29])[F:28])=[C:7]([CH:25]=1)[C:8]([NH:10][C:11]([CH2:15][C:16]1[C:24]2[C:19](=[CH:20][CH:21]=[CH:22][CH:23]=2)[NH:18][CH:17]=1)([CH3:14])[CH2:12][OH:13])=[O:9])#[CH:2].Br[C:32]1[CH:33]=[C:34]([C:38]2[NH:42][N:41]=[N:40][N:39]=2)[CH:35]=[CH:36][CH:37]=1.CCCC[N+](CCCC)(CCCC)CCCC.[F-]. Product: [OH:13][CH2:12][C:11]([NH:10][C:8](=[O:9])[C:7]1[CH:25]=[C:3]([C:1]#[C:2][C:36]2[CH:37]=[CH:32][CH:33]=[C:34]([C:38]3[NH:42][N:41]=[N:40][N:39]=3)[CH:35]=2)[CH:4]=[CH:5][C:6]=1[O:26][C:27]([F:30])([F:28])[F:29])([CH2:15][C:16]1[C:24]2[C:19](=[CH:20][CH:21]=[CH:22][CH:23]=2)[NH:18][CH:17]=1)[CH3:14]. The catalyst class is: 235. (2) Reactant: [I:1][C:2]1[C:10]2[C:5](=[N:6][CH:7]=[C:8]([NH:11][CH:12]([CH3:14])[CH3:13])[CH:9]=2)[NH:4][CH:3]=1.[H-].[Na+].[S:17](Cl)([C:20]1[CH:26]=[CH:25][C:23]([CH3:24])=[CH:22][CH:21]=1)(=[O:19])=[O:18]. The catalyst class is: 1. Product: [I:1][C:2]1[C:10]2[C:5](=[N:6][CH:7]=[C:8]([NH:11][CH:12]([CH3:14])[CH3:13])[CH:9]=2)[N:4]([S:17]([C:20]2[CH:26]=[CH:25][C:23]([CH3:24])=[CH:22][CH:21]=2)(=[O:19])=[O:18])[CH:3]=1. (3) Reactant: [CH3:1][N:2]1[C:6]([NH:7][CH2:8][C:9]([CH3:12])([CH3:11])[CH3:10])=[C:5]([N:13]=O)[C:4]([CH3:15])=[N:3]1.[K+].[Br-]. Product: [CH3:10][C:9]([CH3:12])([CH3:11])[CH2:8][NH:7][C:6]1[N:2]([CH3:1])[N:3]=[C:4]([CH3:15])[C:5]=1[NH2:13]. The catalyst class is: 350. (4) Reactant: C([O:8][C:9]1[CH:25]=[CH:24][C:12]([CH2:13][CH2:14][N:15]([CH3:23])[C:16](=[O:22])[O:17][C:18]([CH3:21])([CH3:20])[CH3:19])=[CH:11][CH:10]=1)C1C=CC=CC=1. Product: [OH:8][C:9]1[CH:10]=[CH:11][C:12]([CH2:13][CH2:14][N:15]([CH3:23])[C:16](=[O:22])[O:17][C:18]([CH3:20])([CH3:21])[CH3:19])=[CH:24][CH:25]=1. The catalyst class is: 19. (5) The catalyst class is: 7. Product: [CH2:30]1[N:21]2[C:22]3[C:23](=[CH:24][C:25](=[O:26])[C:17]4([C:9]5=[CH:10][C:11]6[O:15][CH2:14][O:13][C:12]=6[CH:16]=[C:8]5[O:7][CH2:1]4)[C:18]=3[CH:19]=[CH:20]2)[O:27][CH2:28][CH2:29]1. Reactant: [C:1](=O)([O-])[O-].[Cs+].[Cs+].[OH:7][C:8]1[C:9]([CH:17]2[C:25](=[O:26])[CH:24]=[C:23]3[O:27][CH2:28][CH2:29][CH2:30][N:21]4[C:22]3=[C:18]2[CH:19]=[CH:20]4)=[CH:10][C:11]2[O:15][CH2:14][O:13][C:12]=2[CH:16]=1.ClCI.